From a dataset of Peptide-MHC class II binding affinity with 134,281 pairs from IEDB. Regression. Given a peptide amino acid sequence and an MHC pseudo amino acid sequence, predict their binding affinity value. This is MHC class II binding data. (1) The peptide sequence is AEHQAIISDVLTASD. The MHC is DRB1_0701 with pseudo-sequence DRB1_0701. The binding affinity (normalized) is 0.108. (2) The peptide sequence is TPHQGEVYTAHVAHPSLK. The MHC is H-2-IAs with pseudo-sequence H-2-IAs. The binding affinity (normalized) is 0.118. (3) The peptide sequence is TISVFLHSEEGSRAY. The MHC is HLA-DQA10501-DQB10402 with pseudo-sequence HLA-DQA10501-DQB10402. The binding affinity (normalized) is 0.272. (4) The MHC is DRB1_0101 with pseudo-sequence DRB1_0101. The binding affinity (normalized) is 0.539. The peptide sequence is PIAYRNVLLRKNGNK. (5) The binding affinity (normalized) is 0.589. The peptide sequence is TPFPHRKGVLFNIQYVNYWF. The MHC is HLA-DQA10101-DQB10501 with pseudo-sequence HLA-DQA10101-DQB10501. (6) The peptide sequence is LRIKSYEDAKSPLTA. The MHC is DRB1_0101 with pseudo-sequence DRB1_0101. The binding affinity (normalized) is 0.611. (7) The peptide sequence is AAGTYVAADAAAASS. The MHC is DRB5_0101 with pseudo-sequence DRB5_0101. The binding affinity (normalized) is 0.499. (8) The peptide sequence is SGHVIPACKNLSPSA. The MHC is DRB1_0802 with pseudo-sequence DRB1_0802. The binding affinity (normalized) is 0.485. (9) The peptide sequence is EKFIEPKVKFDCVVV. The MHC is DRB1_0101 with pseudo-sequence DRB1_0101. The binding affinity (normalized) is 0.152. (10) The MHC is DRB4_0101 with pseudo-sequence DRB4_0103. The peptide sequence is SWLEPVQFLRSVFAN. The binding affinity (normalized) is 0.474.